This data is from Forward reaction prediction with 1.9M reactions from USPTO patents (1976-2016). The task is: Predict the product of the given reaction. Given the reactants [Br:1][C:2]1[C:3]([CH:9]([CH3:11])[CH3:10])=[N:4][N:5]([CH2:7]O)[CH:6]=1.S(Cl)([Cl:14])=O, predict the reaction product. The product is: [ClH:14].[Br:1][C:2]1[C:3]([CH:9]([CH3:11])[CH3:10])=[N:4][N:5]([CH2:7][Cl:14])[CH:6]=1.